Dataset: Catalyst prediction with 721,799 reactions and 888 catalyst types from USPTO. Task: Predict which catalyst facilitates the given reaction. (1) Reactant: C([Si]([O:8][CH2:9][C:10]1[C:15]2[CH:16]=[CH:17][CH2:18][C:19]([CH3:22])([CH3:21])[CH2:20][C:14]=2[CH:13]=[CH:12][CH:11]=1)(C)C)(C)(C)C.[F-].C([N+](CCCC)(CCCC)CCCC)CCC.O. Product: [CH3:21][C:19]1([CH3:22])[CH2:18][CH:17]=[CH:16][C:15]2[C:10]([CH2:9][OH:8])=[CH:11][CH:12]=[CH:13][C:14]=2[CH2:20]1. The catalyst class is: 7. (2) Reactant: C([O:3][C:4](=[O:24])[CH:5]=[CH:6][CH:7]=[CH:8][CH:9]=[CH:10][CH:11]=[CH:12][CH:13]=[CH:14][CH2:15][CH2:16][CH2:17][CH2:18][CH2:19][CH2:20][CH2:21][CH2:22][CH3:23])C.[OH-].[Ca+2:26].[OH-]. Product: [C:4]([O-:24])(=[O:3])[CH:5]=[CH:6][CH:7]=[CH:8][CH:9]=[CH:10][CH:11]=[CH:12][CH:13]=[CH:14][CH2:15][CH2:16][CH2:17][CH2:18][CH2:19][CH2:20][CH2:21][CH2:22][CH3:23].[Ca+2:26].[C:4]([O-:24])(=[O:3])[CH:5]=[CH:6][CH:7]=[CH:8][CH:9]=[CH:10][CH:11]=[CH:12][CH:13]=[CH:14][CH2:15][CH2:16][CH2:17][CH2:18][CH2:19][CH2:20][CH2:21][CH2:22][CH3:23]. The catalyst class is: 11.